This data is from Forward reaction prediction with 1.9M reactions from USPTO patents (1976-2016). The task is: Predict the product of the given reaction. (1) Given the reactants [F:1][C:2]1[CH:7]=[CH:6][C:5]([CH:8]([C:12]2[CH:17]=[CH:16][C:15]([F:18])=[CH:14][CH:13]=2)[CH2:9][CH:10]=O)=[CH:4][CH:3]=1.[C:19]([NH:26][CH:27]1[CH2:32][CH2:31][NH:30][CH2:29][CH2:28]1)([O:21][C:22]([CH3:25])([CH3:24])[CH3:23])=[O:20].C(O)(=O)C.C(O[BH-](OC(=O)C)OC(=O)C)(=O)C.[Na+], predict the reaction product. The product is: [F:1][C:2]1[CH:7]=[CH:6][C:5]([CH:8]([C:12]2[CH:17]=[CH:16][C:15]([F:18])=[CH:14][CH:13]=2)[CH2:9][CH2:10][N:30]2[CH2:29][CH2:28][CH:27]([NH:26][C:19]([O:21][C:22]([CH3:25])([CH3:24])[CH3:23])=[O:20])[CH2:32][CH2:31]2)=[CH:4][CH:3]=1. (2) Given the reactants C([C@@H]1COC(=O)N1[C@:14]([CH2:47][C:48]([O:50][CH3:51])=[O:49])([CH2:18][C:19]1[CH:24]=[CH:23][C:22]([O:25][CH3:26])=[CH:21][C:20]=1[CH2:27][N:28]([C:40]([O:42]C(C)(C)C)=O)[CH2:29][C:30]1[CH:35]=[CH:34][C:33]([C:36]([F:39])([F:38])[F:37])=[CH:32][CH:31]=1)C(N)=O)C1C=CC=CC=1.OO.[Li+].[OH-].S([O-])([O-])=O.[Na+].[Na+].Cl.C(N(CC)CC)C.C([O-])(O)=O.[Na+].C1(P(N=[N+]=[N-])(C2C=CC=CC=2)=O)C=CC=CC=1, predict the reaction product. The product is: [CH3:26][O:25][C:22]1[CH:23]=[CH:24][C:19]2[CH2:18][C@@H:14]([CH2:47][C:48]([O:50][CH3:51])=[O:49])[C:40](=[O:42])[N:28]([CH2:29][C:30]3[CH:31]=[CH:32][C:33]([C:36]([F:37])([F:38])[F:39])=[CH:34][CH:35]=3)[CH2:27][C:20]=2[CH:21]=1. (3) Given the reactants C1C2C(COC([N:18]3[C:23]4[CH:24]=[CH:25][C:26]([C:28]5[NH:29][C:30]([C:33]#[N:34])=[CH:31][CH:32]=5)=[CH:27][C:22]=4[C:21]([CH3:36])([CH3:35])[O:20][CH:19]3[CH3:37])=O)C3C(=CC=CC=3)C=2C=CC=1.S([O-])([O-])(=O)=O.[NH4+].[NH4+], predict the reaction product. The product is: [CH3:37][CH:19]1[O:20][C:21]([CH3:36])([CH3:35])[C:22]2[CH:27]=[C:26]([C:28]3[NH:29][C:30]([C:33]#[N:34])=[CH:31][CH:32]=3)[CH:25]=[CH:24][C:23]=2[NH:18]1. (4) Given the reactants Br[C:2]1[CH:7]=[CH:6][C:5]2[N:8]3[C:21]4[CH:20]=[CH:19][CH:18]=[CH:17][C:16]=4[C:15]([CH3:23])([CH3:22])[C:14]4[C:9]3=[C:10]([CH:11]=[CH:12][CH:13]=4)[C:4]=2[CH:3]=1.[Cl:24][C:25]1[CH:30]=[CH:29][CH:28]=[CH:27][C:26]=1[NH2:31].CC(C)([O-])C.[Na+], predict the reaction product. The product is: [Cl:24][C:25]1[CH:30]=[CH:29][CH:28]=[CH:27][C:26]=1[NH:31][C:2]1[CH:7]=[CH:6][C:5]2[N:8]3[C:21]4[CH:20]=[CH:19][CH:18]=[CH:17][C:16]=4[C:15]([CH3:23])([CH3:22])[C:14]4[C:9]3=[C:10]([CH:11]=[CH:12][CH:13]=4)[C:4]=2[CH:3]=1. (5) Given the reactants [O:1]1[C:6]2[CH:7]=[CH:8][C:9]([CH2:11][NH:12][C:13]3[N:18]=[CH:17][N:16]=[C:15]4[N:19]([C:22]5[CH:27]=[CH:26][CH:25]=[C:24](I)[CH:23]=5)[N:20]=[CH:21][C:14]=34)=[CH:10][C:5]=2[O:4][CH2:3][CH2:2]1.[C:29]([Si](C)(C)C)#[CH:30].C1(P(C2C=CC=CC=2)C2C=CC=CC=2)C=CC=CC=1.C(=O)([O-])[O-].[K+].[K+], predict the reaction product. The product is: [O:1]1[C:6]2[CH:7]=[CH:8][C:9]([CH2:11][NH:12][C:13]3[N:18]=[CH:17][N:16]=[C:15]4[N:19]([C:22]5[CH:27]=[CH:26][CH:25]=[C:24]([C:29]#[CH:30])[CH:23]=5)[N:20]=[CH:21][C:14]=34)=[CH:10][C:5]=2[O:4][CH2:3][CH2:2]1. (6) The product is: [CH3:16][O:15][C:14]1[CH:13]=[CH:21][C:20]([N:19]([CH3:18])[C:2]2[C:3]3[CH:11]=[CH:10][NH:9][C:4]=3[N:5]=[C:6]([CH3:8])[N:7]=2)=[CH:25][CH:24]=1. Given the reactants Cl[C:2]1[C:3]2[CH:11]=[CH:10][NH:9][C:4]=2[N:5]=[C:6]([CH3:8])[N:7]=1.C[C:13]1[C:21]2[C:20](N)=[N:19][CH:18]=N[C:16]=2[O:15][CH:14]=1.Cl.[CH:24](O)(C)[CH3:25], predict the reaction product. (7) Given the reactants [CH3:1][C:2]1[CH:3]=[N:4][C:5]([CH2:11][S+:12]([O-:24])[C:13]2[NH:14][C:15]3[CH:16]=[CH:17][C:18]([O:22][CH3:23])=[CH:19][C:20]=3[N:21]=2)=[C:6]([CH3:10])[C:7]=1[O:8][CH3:9].C[O-].[Mg+2:27].C[O-], predict the reaction product. The product is: [CH3:1][C:2]1[CH:3]=[N:4][C:5]([CH2:11][S+:12]([O-:24])[C:13]2[N-:14][C:15]3[CH:16]=[CH:17][C:18]([O:22][CH3:23])=[CH:19][C:20]=3[N:21]=2)=[C:6]([CH3:10])[C:7]=1[O:8][CH3:9].[CH3:1][C:2]1[CH:3]=[N:4][C:5]([CH2:11][S+:12]([O-:24])[C:13]2[N-:14][C:15]3[CH:16]=[CH:17][C:18]([O:22][CH3:23])=[CH:19][C:20]=3[N:21]=2)=[C:6]([CH3:10])[C:7]=1[O:8][CH3:9].[Mg+2:27]. (8) Given the reactants [Br:1][C:2]1[C:10]2[C:5](=[CH:6][CH:7]=[C:8]([Cl:11])[CH:9]=2)[NH:4][N:3]=1.[C:12](=O)([O-])[O-].[Cs+].[Cs+].IC, predict the reaction product. The product is: [Br:1][C:2]1[C:10]2[C:5](=[CH:6][CH:7]=[C:8]([Cl:11])[CH:9]=2)[N:4]([CH3:12])[N:3]=1. (9) Given the reactants [CH:1]1([C:4]([N:6]2[CH2:10][CH2:9][C@@H:8]([CH2:11][N:12]3[C:16]4[CH:17]=[CH:18][C:19]([C:21]([F:24])([F:23])[F:22])=[CH:20][C:15]=4[N:14]=[C:13]3[C:25]3[CH:30]=[CH:29][C:28](B4OC(C)(C)C(C)(C)O4)=[CH:27][CH:26]=3)[CH2:7]2)=[O:5])[CH2:3][CH2:2]1.Cl[C:41]1[N:46]=[C:45]2[NH:47][N:48]=[CH:49][C:44]2=[CH:43][CH:42]=1.C(=O)([O-])[O-].[K+].[K+], predict the reaction product. The product is: [CH:1]1([C:4]([N:6]2[CH2:10][CH2:9][C@@H:8]([CH2:11][N:12]3[C:16]4[CH:17]=[CH:18][C:19]([C:21]([F:24])([F:23])[F:22])=[CH:20][C:15]=4[N:14]=[C:13]3[C:25]3[CH:30]=[CH:29][C:28]([C:41]4[N:46]=[C:45]5[NH:47][N:48]=[CH:49][C:44]5=[CH:43][CH:42]=4)=[CH:27][CH:26]=3)[CH2:7]2)=[O:5])[CH2:3][CH2:2]1.